This data is from Reaction yield outcomes from USPTO patents with 853,638 reactions. The task is: Predict the reaction yield, written as a fraction of the theoretical maximum amount of product (1.0 means a 100% yield; for example, 0.34 means a 34% yield). (1) The reactants are C(OC(=O)[NH:7][C@H:8]([C:11]1[N:20]([C:21]2[CH:26]=[CH:25][CH:24]=[CH:23][CH:22]=2)[C:19](=[O:27])[C:18]2[C:13](=[CH:14][CH:15]=[CH:16][C:17]=2[F:28])[N:12]=1)[CH2:9][CH3:10])(C)(C)C.FC(F)(F)C(O)=O. The catalyst is ClCCl. The product is [NH2:7][C@H:8]([C:11]1[N:20]([C:21]2[CH:22]=[CH:23][CH:24]=[CH:25][CH:26]=2)[C:19](=[O:27])[C:18]2[C:13](=[CH:14][CH:15]=[CH:16][C:17]=2[F:28])[N:12]=1)[CH2:9][CH3:10]. The yield is 0.880. (2) The reactants are [C:1]([C:3]1[CH:8]=[CH:7][N:6]2[C:9]([C:12]([OH:14])=O)=[CH:10][N:11]=[C:5]2[CH:4]=1)#[N:2].C(Cl)(=O)C(Cl)=O.[CH2:21]([N:28]1[C:36]2[CH:35]=[CH:34][CH:33]=[C:32]([NH2:37])[C:31]=2[CH:30]=[N:29]1)[C:22]1[CH:27]=[CH:26][CH:25]=[CH:24][CH:23]=1.CCN(C(C)C)C(C)C. The catalyst is C(Cl)Cl.CN(C=O)C. The product is [CH2:21]([N:28]1[C:36]2[C:31](=[C:32]([NH:37][C:12]([C:9]3[N:6]4[CH:7]=[CH:8][C:3]([C:1]#[N:2])=[CH:4][C:5]4=[N:11][CH:10]=3)=[O:14])[CH:33]=[CH:34][CH:35]=2)[CH:30]=[N:29]1)[C:22]1[CH:23]=[CH:24][CH:25]=[CH:26][CH:27]=1. The yield is 0.650. (3) The reactants are [F:1][C:2]([F:12])([F:11])[C:3]1[CH:10]=[CH:9][CH:8]=[CH:7][C:4]=1[CH:5]=O.[OH-:13].[Na+].[NH2:15]O.Cl. The catalyst is C(O)C.O. The product is [F:1][C:2]([F:12])([F:11])[C:3]1[CH:10]=[CH:9][CH:8]=[CH:7][C:4]=1[CH:5]=[N:15][OH:13]. The yield is 0.850. (4) The catalyst is O1CCOCC1.O.O=[Os](=O)(=O)=O. The reactants are [CH3:1][C:2]1([C:7]2[CH:12]=[CH:11][C:10]([C:13]3[N:33]([CH2:34][O:35][CH2:36][CH2:37][Si:38]([CH3:41])([CH3:40])[CH3:39])[C:16]4=[N:17][CH:18]=[C:19]([N:21]([CH2:29][C:30]([CH3:32])=C)[C:22](=[O:28])[O:23][C:24]([CH3:27])([CH3:26])[CH3:25])[N:20]=[C:15]4[CH:14]=3)=[CH:9][CH:8]=2)[O:6][CH2:5][CH2:4][O:3]1.CC[O:44]C(C)=O.CC(C)=O. The yield is 0.860. The product is [CH3:1][C:2]1([C:7]2[CH:8]=[CH:9][C:10]([C:13]3[N:33]([CH2:34][O:35][CH2:36][CH2:37][Si:38]([CH3:40])([CH3:39])[CH3:41])[C:16]4=[N:17][CH:18]=[C:19]([N:21]([CH2:29][C:30](=[O:44])[CH3:32])[C:22](=[O:28])[O:23][C:24]([CH3:26])([CH3:25])[CH3:27])[N:20]=[C:15]4[CH:14]=3)=[CH:11][CH:12]=2)[O:6][CH2:5][CH2:4][O:3]1. (5) The reactants are [CH3:1][Si:2]([C:5]#[CH:6])([CH3:4])[CH3:3].Br[C:8]1[S:12][C:11]([C:13]2[N:14]=[C:15]3[CH:20]=[N:19][CH:18]=[CH:17][N:16]3[C:21]=2[NH:22][C:23]([CH3:26])([CH3:25])[CH3:24])=[CH:10][CH:9]=1.C([O-])([O-])=O.[Na+].[Na+]. The catalyst is CN(C=O)C.CCN(CC)CC.CC(=O)OCC.[Cu]I.Cl[Pd](Cl)([P](C1C=CC=CC=1)(C1C=CC=CC=1)C1C=CC=CC=1)[P](C1C=CC=CC=1)(C1C=CC=CC=1)C1C=CC=CC=1. The product is [C:23]([NH:22][C:21]1[N:16]2[CH:17]=[CH:18][N:19]=[CH:20][C:15]2=[N:14][C:13]=1[C:11]1[S:12][C:8]([C:6]#[C:5][Si:2]([CH3:4])([CH3:3])[CH3:1])=[CH:9][CH:10]=1)([CH3:26])([CH3:24])[CH3:25]. The yield is 0.650. (6) The reactants are [C:1]([O:4][C@@H:5]1[C@@H:10]([O:11][C:12](=[O:14])[CH3:13])[C@H:9]([O:15][C:16](=[O:18])[CH3:17])[C@@H:8]([C:19]([O:21][CH3:22])=[O:20])[O:7][C@H:6]1[O:23][C:24]1[CH:32]=[C:31]2[C:27]([C@H:28]([CH2:56][Cl:57])[CH2:29][N:30]2[C:33](=[O:55])[CH2:34][CH2:35][CH2:36][C:37]([N:39]2[C:47]3[C:42](=[C:43]4[C:51]([CH3:52])=[CH:50][S:49][C:44]4=[C:45]([OH:48])[CH:46]=3)[C@H:41]([CH2:53][Cl:54])[CH2:40]2)=[O:38])=[C:26]2[C:58]([CH3:61])=[CH:59][S:60][C:25]=12)(=[O:3])[CH3:2].Cl[C:63]([O:65][C:66]1[CH:71]=[CH:70][C:69]([N+:72]([O-:74])=[O:73])=[CH:68][CH:67]=1)=[O:64].CCN(CC)CC. The catalyst is C1COCC1.C(Cl)Cl. The product is [C:1]([O:4][C@@H:5]1[C@@H:10]([O:11][C:12](=[O:14])[CH3:13])[C@H:9]([O:15][C:16](=[O:18])[CH3:17])[C@@H:8]([C:19]([O:21][CH3:22])=[O:20])[O:7][C@H:6]1[O:23][C:24]1[CH:32]=[C:31]2[C:27]([C@H:28]([CH2:56][Cl:57])[CH2:29][N:30]2[C:33](=[O:55])[CH2:34][CH2:35][CH2:36][C:37]([N:39]2[C:47]3[C:42](=[C:43]4[C:51]([CH3:52])=[CH:50][S:49][C:44]4=[C:45]([O:48][C:63]([O:65][C:66]4[CH:67]=[CH:68][C:69]([N+:72]([O-:74])=[O:73])=[CH:70][CH:71]=4)=[O:64])[CH:46]=3)[C@H:41]([CH2:53][Cl:54])[CH2:40]2)=[O:38])=[C:26]2[C:58]([CH3:61])=[CH:59][S:60][C:25]=12)(=[O:3])[CH3:2]. The yield is 0.770. (7) The reactants are Cl.Cl.[CH3:3][C@H:4]1[C:12]2[C:11]([N:13]3[CH2:18][CH2:17][NH:16][CH2:15][CH2:14]3)=[N:10][CH:9]=[N:8][C:7]=2[C@H:6]([OH:19])[CH2:5]1.[C:20]([O:24][C:25]([NH:27][CH2:28][C@H:29]([C:33]1[CH:38]=[CH:37][C:36]([Cl:39])=[CH:35][CH:34]=1)[C:30](O)=[O:31])=[O:26])([CH3:23])([CH3:22])[CH3:21].C(N(C(C)C)CC)(C)C.CN(C(ON1N=NC2C=CC=CC1=2)=[N+](C)C)C.F[P-](F)(F)(F)(F)F. The catalyst is C(Cl)Cl. The product is [Cl:39][C:36]1[CH:37]=[CH:38][C:33]([C@H:29]([C:30]([N:16]2[CH2:15][CH2:14][N:13]([C:11]3[C:12]4[C@H:4]([CH3:3])[CH2:5][C@@H:6]([OH:19])[C:7]=4[N:8]=[CH:9][N:10]=3)[CH2:18][CH2:17]2)=[O:31])[CH2:28][NH:27][C:25](=[O:26])[O:24][C:20]([CH3:23])([CH3:21])[CH3:22])=[CH:34][CH:35]=1. The yield is 0.780. (8) The reactants are Br[C:2]1[CH:3]=[CH:4][C:5]2[O:11][CH2:10][CH2:9][N:8]3[CH:12]=[C:13]([C:15]([NH2:17])=[O:16])[N:14]=[C:7]3[C:6]=2[CH:18]=1.[CH3:19][C:20]1[O:24][C:23]([C:25]([OH:29])([C:27]#[CH:28])[CH3:26])=[N:22][N:21]=1. No catalyst specified. The product is [OH:29][C:25]([C:23]1[O:24][C:20]([CH3:19])=[N:21][N:22]=1)([CH3:26])[C:27]#[C:28][C:2]1[CH:3]=[CH:4][C:5]2[O:11][CH2:10][CH2:9][N:8]3[CH:12]=[C:13]([C:15]([NH2:17])=[O:16])[N:14]=[C:7]3[C:6]=2[CH:18]=1. The yield is 0.100.